Regression. Given a peptide amino acid sequence and an MHC pseudo amino acid sequence, predict their binding affinity value. This is MHC class I binding data. From a dataset of Peptide-MHC class I binding affinity with 185,985 pairs from IEDB/IMGT. (1) The peptide sequence is MTSTRTIILV. The MHC is HLA-A02:03 with pseudo-sequence HLA-A02:03. The binding affinity (normalized) is 0.369. (2) The peptide sequence is FIADIGIGV. The MHC is HLA-A02:01 with pseudo-sequence HLA-A02:01. The binding affinity (normalized) is 1.00. (3) The peptide sequence is HAEQGLIQY. The MHC is HLA-A02:03 with pseudo-sequence HLA-A02:03. The binding affinity (normalized) is 0.0847. (4) The peptide sequence is TSNLQEQIGW. The MHC is HLA-A68:02 with pseudo-sequence HLA-A68:02. The binding affinity (normalized) is 0. (5) The peptide sequence is NTGIKSTVK. The MHC is HLA-A68:01 with pseudo-sequence HLA-A68:01. The binding affinity (normalized) is 0.414. (6) The peptide sequence is TQRKKTLGF. The MHC is HLA-A30:01 with pseudo-sequence HLA-A30:01. The binding affinity (normalized) is 0.0847. (7) The peptide sequence is KLLRNEWTL. The MHC is H-2-Kb with pseudo-sequence H-2-Kb. The binding affinity (normalized) is 0.